From a dataset of Forward reaction prediction with 1.9M reactions from USPTO patents (1976-2016). Predict the product of the given reaction. (1) Given the reactants Cl.[CH3:2][O:3][C:4]1[C:9]2[N:10]=[C:11]([NH:13][C:14]([N:16]3[CH2:21][CH2:20][O:19][CH2:18][CH2:17]3)=[O:15])[S:12][C:8]=2[C:7]([CH:22]2[CH2:27][CH2:26][NH:25][CH2:24][CH2:23]2)=[CH:6][CH:5]=1.C(N(CC)CC)C.[CH3:35][O:36][C:37](Cl)=[O:38].C(=O)(O)[O-].[Na+], predict the reaction product. The product is: [CH3:35][O:36][C:37]([N:25]1[CH2:26][CH2:27][CH:22]([C:7]2[C:8]3[S:12][C:11]([NH:13][C:14]([N:16]4[CH2:21][CH2:20][O:19][CH2:18][CH2:17]4)=[O:15])=[N:10][C:9]=3[C:4]([O:3][CH3:2])=[CH:5][CH:6]=2)[CH2:23][CH2:24]1)=[O:38]. (2) Given the reactants [F:1][C:2]1[CH:3]=[C:4]([CH:7]=[CH:8][C:9]=1[CH3:10])[CH2:5][NH2:6].[CH2:11]1[CH2:17][S:14](=[O:16])(=[O:15])[O:13][CH2:12]1, predict the reaction product. The product is: [F:1][C:2]1[CH:3]=[C:4]([CH:7]=[CH:8][C:9]=1[CH3:10])[CH2:5][NH:6][CH2:12][CH2:11][CH2:17][S:14]([OH:16])(=[O:15])=[O:13].